From a dataset of Full USPTO retrosynthesis dataset with 1.9M reactions from patents (1976-2016). Predict the reactants needed to synthesize the given product. (1) The reactants are: N#N.[NH:3]1[C:7]2[CH:8]=[CH:9][CH:10]=[CH:11][C:6]=2[N:5]=[C:4]1[CH:12]([NH:22]C(=O)OC(C)(C)C)[CH2:13][C:14]1[CH:19]=[CH:18][C:17]([Br:20])=[CH:16][C:15]=1[F:21].Cl. Given the product [NH:3]1[C:7]2[CH:8]=[CH:9][CH:10]=[CH:11][C:6]=2[N:5]=[C:4]1[CH:12]([NH2:22])[CH2:13][C:14]1[CH:19]=[CH:18][C:17]([Br:20])=[CH:16][C:15]=1[F:21], predict the reactants needed to synthesize it. (2) Given the product [C:29]1([C:22](=[N:21][C:19]2[CH:18]=[CH:17][C:16]3[C@H:11]([CH2:10][CH2:9][OH:8])[O:12][CH2:13][CH2:14][C:15]=3[CH:20]=2)[C:23]2[CH:28]=[CH:27][CH:26]=[CH:25][CH:24]=2)[CH:34]=[CH:33][CH:32]=[CH:31][CH:30]=1, predict the reactants needed to synthesize it. The reactants are: [Si]([O:8][CH2:9][CH2:10][C@H:11]1[C:16]2[CH:17]=[CH:18][C:19]([N:21]=[C:22]([C:29]3[CH:34]=[CH:33][CH:32]=[CH:31][CH:30]=3)[C:23]3[CH:28]=[CH:27][CH:26]=[CH:25][CH:24]=3)=[CH:20][C:15]=2[CH2:14][CH2:13][O:12]1)(C(C)(C)C)(C)C.OCC[C@H]1C2C=CC(C(N)=O)=CC=2CCO1. (3) The reactants are: [CH3:1][S:2][CH:3]([C:5]1[CH:6]=[CH:7][C:8]([C:11]([F:17])([F:16])[C:12]([F:15])([F:14])[F:13])=[N:9][CH:10]=1)[CH3:4].[N:18]#[C:19][NH2:20].C(O)(=O)C.C(O)(=O)C.IC1C=CC=CC=1. Given the product [F:16][C:11]([F:17])([C:8]1[N:9]=[CH:10][C:5]([CH:3]([S:2]([CH3:1])=[N:20][C:19]#[N:18])[CH3:4])=[CH:6][CH:7]=1)[C:12]([F:13])([F:14])[F:15], predict the reactants needed to synthesize it. (4) Given the product [N+:1]([C:4]1[CH:9]=[CH:8][C:7]([O:10][Si:16]([CH3:18])([CH3:17])[C:19]([CH3:22])([CH3:21])[CH3:20])=[CH:6][CH:5]=1)([O-:3])=[O:2], predict the reactants needed to synthesize it. The reactants are: [N+:1]([C:4]1[CH:9]=[CH:8][C:7]([OH:10])=[CH:6][CH:5]=1)([O-:3])=[O:2].N1C=CN=C1.[Si:16](Cl)([C:19]([CH3:22])([CH3:21])[CH3:20])([CH3:18])[CH3:17]. (5) Given the product [C:29]([N:13]1[CH2:12][C:11]2[C:15](=[CH:16][CH:17]=[C:9]([NH:8][C:5]3[N:4]=[C:3]([NH:18][C@@H:19]4[CH2:24][CH2:23][CH2:22][N:21]([C:25](=[O:28])[CH:26]=[CH2:27])[CH2:20]4)[C:2]([F:1])=[CH:7][N:6]=3)[CH:10]=2)[CH2:14]1)(=[O:31])[CH3:30], predict the reactants needed to synthesize it. The reactants are: [F:1][C:2]1[C:3]([NH:18][C@@H:19]2[CH2:24][CH2:23][CH2:22][N:21]([C:25](=[O:28])[CH:26]=[CH2:27])[CH2:20]2)=[N:4][C:5]([NH:8][C:9]2[CH:10]=[C:11]3[C:15](=[CH:16][CH:17]=2)[CH2:14][NH:13][CH2:12]3)=[N:6][CH:7]=1.[C:29](Cl)(=[O:31])[CH3:30]. (6) Given the product [C:26]([C:24]1[CH:23]=[CH:22][C:21]([O:30][CH3:31])=[C:20]([CH:25]=1)[CH2:19][O:18][C:5]1[CH:4]=[C:3]([O:32][CH2:33][C:34]2[CH:39]=[CH:38][CH:37]=[C:36]([C:40]3[CH:49]=[CH:48][C:43]4[O:44][CH2:45][CH2:46][O:47][C:42]=4[CH:41]=3)[C:35]=2[CH3:50])[C:2]([Cl:1])=[CH:17][C:6]=1[CH2:7][N:8]1[CH2:13][CH2:12][CH2:11][CH2:10][C@H:9]1[C:14]([OH:16])=[O:15])([OH:28])=[O:27], predict the reactants needed to synthesize it. The reactants are: [Cl:1][C:2]1[C:3]([O:32][CH2:33][C:34]2[CH:39]=[CH:38][CH:37]=[C:36]([C:40]3[CH:49]=[CH:48][C:43]4[O:44][CH2:45][CH2:46][O:47][C:42]=4[CH:41]=3)[C:35]=2[CH3:50])=[CH:4][C:5]([O:18][CH2:19][C:20]2[CH:25]=[C:24]([C:26]([O:28]C)=[O:27])[CH:23]=[CH:22][C:21]=2[O:30][CH3:31])=[C:6]([CH:17]=1)[CH2:7][N:8]1[CH2:13][CH2:12][CH2:11][CH2:10][C@H:9]1[C:14]([OH:16])=[O:15].O.[OH-].[Li+]. (7) Given the product [NH2:15][C:12]1[CH:13]=[CH:14][C:9]([OH:8])=[C:10]([C:18]([F:19])([F:20])[F:21])[CH:11]=1, predict the reactants needed to synthesize it. The reactants are: C([O:8][C:9]1[CH:14]=[CH:13][C:12]([N+:15]([O-])=O)=[CH:11][C:10]=1[C:18]([F:21])([F:20])[F:19])C1C=CC=CC=1.